This data is from Forward reaction prediction with 1.9M reactions from USPTO patents (1976-2016). The task is: Predict the product of the given reaction. (1) Given the reactants [Cl:1][C:2]1[CH:7]=[C:6]([O:8]C)[CH:5]=[CH:4][C:3]=1[CH:10]([CH3:26])[C:11]([C:17]1[CH:18]=[N:19][N:20]2[CH:25]=[CH:24][CH:23]=[CH:22][C:21]=12)([OH:16])[C:12]([F:15])([F:14])[F:13].Br, predict the reaction product. The product is: [Cl:1][C:2]1[CH:7]=[C:6]([OH:8])[CH:5]=[CH:4][C:3]=1[CH:10]([CH3:26])[C:11]([OH:16])([C:17]1[CH:18]=[N:19][N:20]2[CH:25]=[CH:24][CH:23]=[CH:22][C:21]=12)[C:12]([F:15])([F:13])[F:14]. (2) Given the reactants C(=O)([O-])[O-].[K+].[K+].[CH3:7][O:8][CH2:9][CH2:10][N:11]1[CH:20]([C:21]#[C:22][Si](C)(C)C)[CH:19]([C:27]([NH:29][C:30]2[CH:35]=[CH:34][CH:33]=[C:32]([O:36][CH3:37])[CH:31]=2)=[O:28])[C:18]2[C:13](=[CH:14][CH:15]=[CH:16][CH:17]=2)[C:12]1=[O:38], predict the reaction product. The product is: [C:21]([CH:20]1[CH:19]([C:27]([NH:29][C:30]2[CH:35]=[CH:34][CH:33]=[C:32]([O:36][CH3:37])[CH:31]=2)=[O:28])[C:18]2[C:13](=[CH:14][CH:15]=[CH:16][CH:17]=2)[C:12](=[O:38])[N:11]1[CH2:10][CH2:9][O:8][CH3:7])#[CH:22]. (3) Given the reactants [CH2:1]([C@@:4]1([CH3:25])[CH2:9][C@H:8]([C:10]2[CH:15]=[CH:14][CH:13]=[C:12]([Cl:16])[CH:11]=2)[C@@H:7]([C:17]2[CH:22]=[CH:21][C:20]([Cl:23])=[CH:19][CH:18]=2)[NH:6][C:5]1=[O:24])[CH:2]=[CH2:3].[H-].[Na+].[N:28]1[CH:33]=[CH:32][C:31](ON2C3C=CC=CC=3N=N2)=[N:30][CH:29]=1, predict the reaction product. The product is: [CH2:1]([C@@:4]1([CH3:25])[CH2:9][C@H:8]([C:10]2[CH:15]=[CH:14][CH:13]=[C:12]([Cl:16])[CH:11]=2)[C@@H:7]([C:17]2[CH:22]=[CH:21][C:20]([Cl:23])=[CH:19][CH:18]=2)[N:6]([C:33]2[CH:32]=[CH:31][N:30]=[CH:29][N:28]=2)[C:5]1=[O:24])[CH:2]=[CH2:3]. (4) Given the reactants [OH:1][C:2]1[CH:9]=[C:8]([O:10][CH3:11])[C:5]([CH:6]=[O:7])=[C:4]([O:12][CH3:13])[CH:3]=1.CN(C1C=CC=CN=1)C.[S:23](O[S:23]([C:26](F)(F)F)(=[O:25])=[O:24])([C:26](F)(F)F)(=[O:25])=[O:24].Cl, predict the reaction product. The product is: [CH:6]([C:5]1[C:4]([O:12][CH3:13])=[CH:3][C:2]([O:1][S:23]([CH3:26])(=[O:25])=[O:24])=[CH:9][C:8]=1[O:10][CH3:11])=[O:7]. (5) The product is: [Cl:13][C:14]1[CH:15]=[C:16]([CH2:17][OH:18])[CH:20]=[CH:21][N:22]=1. Given the reactants C(N1C=CN=C1)(N1C=CN=C1)=O.[Cl:13][C:14]1[CH:15]=[C:16]([CH:20]=[CH:21][N:22]=1)[C:17](O)=[O:18].[BH4-].[Na+].Cl, predict the reaction product. (6) Given the reactants [Br:1][C:2]1[C:3]([SH:8])=[N:4][CH:5]=[CH:6][CH:7]=1.Br[CH:10]1[CH2:15][CH2:14][N:13]([C:16]([O:18][C:19]([CH3:22])([CH3:21])[CH3:20])=[O:17])[CH2:12][CH2:11]1.C([O-])([O-])=O.[K+].[K+], predict the reaction product. The product is: [Br:1][C:2]1[C:3]([S:8][CH:10]2[CH2:15][CH2:14][N:13]([C:16]([O:18][C:19]([CH3:22])([CH3:21])[CH3:20])=[O:17])[CH2:12][CH2:11]2)=[N:4][CH:5]=[CH:6][CH:7]=1. (7) The product is: [NH2:3][C:8]1[CH:13]=[C:12]([CH3:14])[C:11]([O:15][CH2:16][C:17]2[CH:22]=[CH:21][CH:20]=[CH:19][CH:18]=2)=[C:10]([CH2:23][CH2:24][CH2:25][CH2:26][CH2:27][CH2:28][CH2:29][CH2:30][CH2:31][CH2:32][O:33][CH2:34][C:35]2[CH:36]=[CH:37][CH:38]=[CH:39][CH:40]=2)[N:9]=1. Given the reactants CC1[N:3]([C:8]2[CH:13]=[C:12]([CH3:14])[C:11]([O:15][CH2:16][C:17]3[CH:22]=[CH:21][CH:20]=[CH:19][CH:18]=3)=[C:10]([CH2:23][CH2:24][CH2:25][CH2:26][CH2:27][CH2:28][CH2:29][CH2:30][CH2:31][CH2:32][O:33][CH2:34][C:35]3[CH:40]=[CH:39][CH:38]=[CH:37][CH:36]=3)[N:9]=2)C(C)=CC=1.Cl.NO.C(N(CC)CC)C.C([O-])(O)=O.[Na+], predict the reaction product.